This data is from Reaction yield outcomes from USPTO patents with 853,638 reactions. The task is: Predict the reaction yield, written as a fraction of the theoretical maximum amount of product (1.0 means a 100% yield; for example, 0.34 means a 34% yield). (1) The reactants are OC[C:3]1[CH:12]=[CH:11][C:10]([C:13]([F:16])([F:15])[F:14])=[CH:9][C:4]=1[C:5]([O:7][CH3:8])=[O:6].C(N(CC)CC)C.[C]=O. The catalyst is CO.[Pd].C1C=CC(P(C2C=CC=CC=2)[C-]2C=CC=C2)=CC=1.C1C=CC(P(C2C=CC=CC=2)[C-]2C=CC=C2)=CC=1.[Fe+2]. The yield is 0.630. The product is [F:14][C:13]([F:16])([F:15])[C:10]1[CH:9]=[C:4]2[C:3]([CH2:8][O:7][C:5]2=[O:6])=[CH:12][CH:11]=1. (2) The reactants are Cl[C:2]1[N:3]=[C:4]([N:22]2[CH2:27][CH2:26][O:25][CH2:24][CH2:23]2)[C:5]2[S:10][C:9]([CH2:11][N:12]3[CH2:17][CH2:16][N:15]([CH2:18][CH:19]4[CH2:21][CH2:20]4)[CH2:14][CH2:13]3)=[CH:8][C:6]=2[N:7]=1.[CH3:28][S-:29].[Na+]. The catalyst is CN(C=O)C.CCOC(C)=O. The product is [CH:19]1([CH2:18][N:15]2[CH2:16][CH2:17][N:12]([CH2:11][C:9]3[S:10][C:5]4[C:4]([N:22]5[CH2:27][CH2:26][O:25][CH2:24][CH2:23]5)=[N:3][C:2]([S:29][CH3:28])=[N:7][C:6]=4[CH:8]=3)[CH2:13][CH2:14]2)[CH2:21][CH2:20]1. The yield is 0.970. (3) The reactants are C1(P(C2C=CC=CC=2)C2C=CC=CC=2)C=CC=CC=1.[Br:20]Br.C(N(CC)C(C)C)(C)C.[CH3:31][O:32][CH2:33][O:34][C:35]1[CH:36]=[C:37]([CH2:45]O)[CH:38]=[CH:39][C:40]=1[O:41][CH2:42][O:43][CH3:44]. The catalyst is C(#N)C.C(OCC)C. The product is [Br:20][CH2:45][C:37]1[CH:38]=[CH:39][C:40]([O:41][CH2:42][O:43][CH3:44])=[C:35]([O:34][CH2:33][O:32][CH3:31])[CH:36]=1. The yield is 0.620. (4) The reactants are [C:1]12([CH2:11][CH2:12][N:13]([CH2:26][CH2:27][CH2:28][CH2:29][CH3:30])[C:14](=[O:25])[CH2:15][CH2:16][N:17]=[CH:18][C:19]3[CH:24]=[CH:23][N:22]=[CH:21][CH:20]=3)[CH2:10][CH:5]3[CH2:6][CH:7]([CH2:9][CH:3]([CH2:4]3)[CH2:2]1)[CH2:8]2. The catalyst is CO.[Pd]. The product is [C:1]12([CH2:11][CH2:12][N:13]([CH2:26][CH2:27][CH2:28][CH2:29][CH3:30])[C:14](=[O:25])[CH2:15][CH2:16][NH:17][CH2:18][C:19]3[CH:24]=[CH:23][N:22]=[CH:21][CH:20]=3)[CH2:8][CH:7]3[CH2:6][CH:5]([CH2:4][CH:3]([CH2:9]3)[CH2:2]1)[CH2:10]2. The yield is 0.360. (5) The reactants are [F:1][C:2]1[CH:3]=[C:4]2[C:8](=[CH:9][CH:10]=1)[N:7]([CH3:11])[CH:6]=[C:5]2[C:12]1[C:13](=[O:29])[NH:14][C:15](=[O:28])[C:16]=1[C:17]1[C:21]2[CH:22]=[CH:23][C:24]([CH2:26][OH:27])=[CH:25][C:20]=2[O:19][CH:18]=1.[H-].[Na+].[CH3:32]I. The catalyst is C1COCC1. The product is [F:1][C:2]1[CH:3]=[C:4]2[C:8](=[CH:9][CH:10]=1)[N:7]([CH3:11])[CH:6]=[C:5]2[C:12]1[C:13](=[O:29])[N:14]([CH3:32])[C:15](=[O:28])[C:16]=1[C:17]1[C:21]2[CH:22]=[CH:23][C:24]([CH2:26][OH:27])=[CH:25][C:20]=2[O:19][CH:18]=1. The yield is 0.340.